Task: Predict the product of the given reaction.. Dataset: Forward reaction prediction with 1.9M reactions from USPTO patents (1976-2016) (1) Given the reactants [CH:1]1([C:4]2[C:5]([C:10]([OH:12])=[O:11])=[N:6][CH:7]=[CH:8][CH:9]=2)[CH2:3][CH2:2]1.Cl.[CH3:14]O, predict the reaction product. The product is: [CH:1]1([C:4]2[C:5]([C:10]([O:12][CH3:14])=[O:11])=[N:6][CH:7]=[CH:8][CH:9]=2)[CH2:2][CH2:3]1. (2) Given the reactants [CH3:1][C@H:2]1[O:6][C:5](=[O:7])[N:4]([CH2:8][C:9]2[CH:18]=[CH:17][C:12]([C:13](OC)=[O:14])=[CH:11][CH:10]=2)[CH2:3]1.[BH4-].[Li+].CO, predict the reaction product. The product is: [OH:14][CH2:13][C:12]1[CH:17]=[CH:18][C:9]([CH2:8][N:4]2[CH2:3][C@@H:2]([CH3:1])[O:6][C:5]2=[O:7])=[CH:10][CH:11]=1. (3) The product is: [CH3:3][O:4][C:5](=[O:17])[CH2:6][C:7]1[C:15]2[C:10](=[N:11][CH:12]=[CH:13][CH:14]=2)[N:9]([S:36]([C:31]2[CH:32]=[CH:33][C:34]([Cl:35])=[C:29]([Cl:28])[CH:30]=2)(=[O:38])=[O:37])[C:8]=1[CH3:16]. Given the reactants [H-].[Na+].[CH3:3][O:4][C:5](=[O:17])[CH2:6][C:7]1[C:15]2[C:10](=[N:11][CH:12]=[CH:13][CH:14]=2)[NH:9][C:8]=1[CH3:16].C1COCC1.CN(C=O)C.[Cl:28][C:29]1[CH:30]=[C:31]([S:36](Cl)(=[O:38])=[O:37])[CH:32]=[CH:33][C:34]=1[Cl:35], predict the reaction product. (4) Given the reactants Cl[C:2]1[C:7]([C:8]([NH:10][C:11]2[CH:16]=[CH:15][C:14]([N:17]([CH2:25][CH2:26][C:27]3[CH:32]=[CH:31][CH:30]=[CH:29][N:28]=3)[C:18](=[O:24])[O:19][C:20]([CH3:23])([CH3:22])[CH3:21])=[CH:13][CH:12]=2)=[O:9])=[CH:6][CH:5]=[C:4]([CH3:33])[N:3]=1.[NH:34]1[CH2:39][CH2:38][CH2:37][CH2:36][CH2:35]1.C(OCC)(=O)C.O, predict the reaction product. The product is: [CH3:33][C:4]1[N:3]=[C:2]([N:34]2[CH2:39][CH2:38][CH2:37][CH2:36][CH2:35]2)[C:7]([C:8]([NH:10][C:11]2[CH:16]=[CH:15][C:14]([N:17]([CH2:25][CH2:26][C:27]3[CH:32]=[CH:31][CH:30]=[CH:29][N:28]=3)[C:18](=[O:24])[O:19][C:20]([CH3:21])([CH3:22])[CH3:23])=[CH:13][CH:12]=2)=[O:9])=[CH:6][CH:5]=1.